This data is from Forward reaction prediction with 1.9M reactions from USPTO patents (1976-2016). The task is: Predict the product of the given reaction. The product is: [CH2:1]([O:3][CH2:4][C:5]1[CH:6]=[CH:7][C:8]([C:11]#[C:12][C:14]2[CH:22]=[CH:21][C:17]([C:18]([OH:20])=[O:19])=[CH:16][CH:15]=2)=[CH:9][CH:10]=1)[CH3:2]. Given the reactants [CH2:1]([O:3][CH2:4][C:5]1[CH:10]=[CH:9][C:8]([C:11]#[CH:12])=[CH:7][CH:6]=1)[CH3:2].I[C:14]1[CH:22]=[CH:21][C:17]([C:18]([OH:20])=[O:19])=[CH:16][CH:15]=1.C1COCC1, predict the reaction product.